Task: Predict the reactants needed to synthesize the given product.. Dataset: Retrosynthesis with 50K atom-mapped reactions and 10 reaction types from USPTO (1) Given the product N#Cc1ccccc1-c1cc(-c2cnc3nc(C(F)(F)F)ccn23)ccn1, predict the reactants needed to synthesize it. The reactants are: CCCC[Sn](CCCC)(CCCC)c1cnc2nc(C(F)(F)F)ccn12.N#Cc1ccccc1-c1cc(Cl)ccn1. (2) Given the product COc1ccc(Cl)c(Nc2cc(C)nc(-c3ccccn3)n2)c1, predict the reactants needed to synthesize it. The reactants are: COc1ccc(Cl)c(N)c1.Cc1cc(Cl)nc(-c2ccccn2)n1. (3) Given the product CC(=O)c1cc(C(C)(C)O[SiH2]C(C)(C)C)on1, predict the reactants needed to synthesize it. The reactants are: CC(O)c1cc(C(C)(C)O[SiH2]C(C)(C)C)on1. (4) Given the product CC[C@H]1CC[C@@H](Oc2ccc3nc(NC4C5CCCC4CC(C(=O)O)C5)ccc3c2C(F)(F)F)CC1, predict the reactants needed to synthesize it. The reactants are: CC[C@H]1CC[C@@H](Oc2ccc3nc(NC4C5CCCC4CC(C(=O)OC)C5)ccc3c2C(F)(F)F)CC1. (5) Given the product CCc1nc(Cn2c(=O)n(C3CCNCC3)c(=O)c3sc(-c4ccccc4)cc32)co1, predict the reactants needed to synthesize it. The reactants are: CCc1nc(Cn2c(=O)n(C3CCN(C(=O)OC(C)(C)C)CC3)c(=O)c3sc(-c4ccccc4)cc32)co1. (6) The reactants are: [N-]=[N+]=NCCCC1CCN(C=O)CC1. Given the product NCCCC1CCN(C=O)CC1, predict the reactants needed to synthesize it. (7) Given the product N[C@@H]1CCN(C(=O)OCc2ccccc2)C[C@H]1O, predict the reactants needed to synthesize it. The reactants are: [N-]=[N+]=N[C@@H]1CCN(C(=O)OCc2ccccc2)C[C@H]1O. (8) Given the product COc1cc(N)cnc1Cl, predict the reactants needed to synthesize it. The reactants are: COc1cc([N+](=O)[O-])cnc1Cl.